This data is from Full USPTO retrosynthesis dataset with 1.9M reactions from patents (1976-2016). The task is: Predict the reactants needed to synthesize the given product. The reactants are: C([O:5][C:6](=[O:44])[C:7]1[CH:12]=[CH:11][CH:10]=[C:9]([CH2:13][CH:14]([NH:28][C:29](=[O:41])[C:30]2[CH:35]=[CH:34][C:33]([C:36]3[NH:37][CH:38]=[CH:39][N:40]=3)=[CH:32][CH:31]=2)[B:15]2[O:23]C3C(C)(C4CC(C3)C4(C)C)[O:16]2)[C:8]=1OC)(C)(C)C.B(Cl)(Cl)Cl. Given the product [OH:23][B:15]1[C@@H:14]([NH:28][C:29](=[O:41])[C:30]2[CH:35]=[CH:34][C:33]([C:36]3[NH:37][CH:38]=[CH:39][N:40]=3)=[CH:32][CH:31]=2)[CH2:13][C:9]2[CH:10]=[CH:11][CH:12]=[C:7]([C:6]([OH:5])=[O:44])[C:8]=2[O:16]1, predict the reactants needed to synthesize it.